Dataset: Reaction yield outcomes from USPTO patents with 853,638 reactions. Task: Predict the reaction yield, written as a fraction of the theoretical maximum amount of product (1.0 means a 100% yield; for example, 0.34 means a 34% yield). The reactants are I.[NH2:2][C:3]1[C:4]([C:11]([NH:13][C:14](=[NH:17])SC)=[O:12])=[N:5][C:6]([Cl:10])=[C:7]([NH2:9])[N:8]=1.[OH:18][C:19]1[CH:24]=[CH:23][C:22]([CH2:25][CH2:26][CH2:27][CH2:28][CH2:29][NH2:30])=[CH:21][CH:20]=1. The catalyst is C1COCC1.CO. The product is [ClH:10].[OH:18][C:19]1[CH:20]=[CH:21][C:22]([CH2:25][CH2:26][CH2:27][CH2:28][CH2:29][NH:30][C:14]([NH:13][C:11]([C:4]2[C:3]([NH2:2])=[N:8][C:7]([NH2:9])=[C:6]([Cl:10])[N:5]=2)=[O:12])=[NH:17])=[CH:23][CH:24]=1. The yield is 0.390.